This data is from Catalyst prediction with 721,799 reactions and 888 catalyst types from USPTO. The task is: Predict which catalyst facilitates the given reaction. (1) Reactant: [CH3:1][O:2][C:3]1[CH:11]=[C:10]2[C:6]([C:7]([CH:12]=[O:13])=[CH:8][NH:9]2)=[CH:5][CH:4]=1.[CH:14]1(B(O)O)[CH2:16][CH2:15]1. Product: [CH:14]1([N:9]2[C:10]3[C:6](=[CH:5][CH:4]=[C:3]([O:2][CH3:1])[CH:11]=3)[C:7]([CH:12]=[O:13])=[CH:8]2)[CH2:16][CH2:15]1. The catalyst class is: 4. (2) Reactant: C1(P(=O)(C2C=CC=CC=2)C2C=CC=CC=2)C=CC=CC=1.FC(F)(F)S(OS(C(F)(F)F)(=O)=O)(=O)=O.C([S:43][C:44]1([CH2:50][NH:51][C:52]([C:54]2[NH:55][C:56]3[C:61]([CH:62]=2)=[CH:60][CH:59]=[CH:58][C:57]=3[N:63]([CH3:72])[S:64]([C:67]2[S:68][CH:69]=[CH:70][CH:71]=2)(=[O:66])=[O:65])=O)[CH2:49][CH2:48][O:47][CH2:46][CH2:45]1)C1C=CC=CC=1.C(=O)([O-])O.[Na+]. Product: [CH3:72][N:63]([C:57]1[CH:58]=[CH:59][CH:60]=[C:61]2[C:56]=1[NH:55][C:54]([C:52]1[S:43][C:44]3([CH2:49][CH2:48][O:47][CH2:46][CH2:45]3)[CH2:50][N:51]=1)=[CH:62]2)[S:64]([C:67]1[S:68][CH:69]=[CH:70][CH:71]=1)(=[O:66])=[O:65]. The catalyst class is: 10. (3) Reactant: FC(F)(F)S(OS(C(F)(F)F)(=O)=O)(=O)=O.[CH3:16][NH:17][C:18](=O)[C:19](=[N:26][O:27][CH2:28][C:29]1[N:34]=[C:33]([NH:35][C:36](=[O:42])[O:37][C:38]([CH3:41])(C)C)[CH:32]=[CH:31][CH:30]=1)[C:20]1[CH:25]=[CH:24][CH:23]=[CH:22][CH:21]=1.N1[CH:49]=[CH:48]C=CC=1.[N-:50]=[N+:51]=[N-:52].[Na+]. Product: [CH2:38]([O:37][C:36](=[O:42])[NH:35][C:33]1[CH:32]=[CH:31][CH:30]=[C:29]([CH2:28][O:27][N:26]=[C:19]([C:18]2[N:17]([CH3:16])[N:52]=[N:51][N:50]=2)[C:20]2[CH:21]=[CH:22][CH:23]=[CH:24][CH:25]=2)[N:34]=1)[CH2:41][C:48]#[CH:49]. The catalyst class is: 10. (4) Reactant: [O:1]1C2C=CC=CC=2[NH:4]C[CH2:2]1.S1C=CC([CH2:16][C:17]([OH:19])=[O:18])=C1.[CH3:20][CH2:21]N(C(C)C)C(C)C.C1C=CC2N(O)N=NC=2C=1.CCN=C=NCCCN(C)C.Cl. Product: [NH3:4].[CH3:2][OH:1].[CH3:20][CH2:21][O:19][C:17]([CH3:16])=[O:18]. The catalyst class is: 59. (5) Reactant: [NH2:1][CH:2]1[CH2:7][CH2:6][N:5]([C:8]([O:10][C:11]([CH3:14])([CH3:13])[CH3:12])=[O:9])[CH2:4][CH2:3]1.C(N(CC)C(C)C)(C)C.Cl[C:25]([O:27][CH2:28][C:29]1[CH:34]=[CH:33][CH:32]=[CH:31][CH:30]=1)=[O:26].C(=O)(O)[O-].[Na+]. Product: [CH2:28]([O:27][C:25]([NH:1][CH:2]1[CH2:3][CH2:4][N:5]([C:8]([O:10][C:11]([CH3:14])([CH3:13])[CH3:12])=[O:9])[CH2:6][CH2:7]1)=[O:26])[C:29]1[CH:34]=[CH:33][CH:32]=[CH:31][CH:30]=1. The catalyst class is: 4. (6) Reactant: CO.Cl.CON.[Cl:7][C:8]1[CH:32]=[CH:31][C:11]([CH2:12][O:13][C@@H:14]2[C@@H:18]([CH2:19][O:20][CH2:21][C:22]3[CH:27]=[CH:26][C:25]([Cl:28])=[CH:24][CH:23]=3)[O:17][CH:16]([OH:29])[C@H:15]2[F:30])=[CH:10][CH:9]=1.C(N(CC)CC)C. Product: [Cl:7][C:8]1[CH:32]=[CH:31][C:11]([CH2:12][O:13][C@H:14]([C@H:18]([OH:17])[CH2:19][O:20][CH2:21][C:22]2[CH:23]=[CH:24][C:25]([Cl:28])=[CH:26][CH:27]=2)[C@@H:15]([F:30])[CH:16]=[O:29])=[CH:10][CH:9]=1. The catalyst class is: 13. (7) Reactant: C(OC([N:8]1[CH2:11][C:10]([O:13][C:14]2[CH:19]=[C:18]([Br:20])[CH:17]=[CH:16][C:15]=2[O:21][CH2:22][CH2:23][C:24]2[CH:29]=[CH:28][CH:27]=[CH:26][CH:25]=2)([CH3:12])[CH2:9]1)=O)(C)(C)C.C(O)(C(F)(F)F)=O. Product: [Br:20][C:18]1[CH:17]=[CH:16][C:15]([O:21][CH2:22][CH2:23][C:24]2[CH:25]=[CH:26][CH:27]=[CH:28][CH:29]=2)=[C:14]([CH:19]=1)[O:13][C:10]1([CH3:12])[CH2:11][NH:8][CH2:9]1. The catalyst class is: 2.